Dataset: Catalyst prediction with 721,799 reactions and 888 catalyst types from USPTO. Task: Predict which catalyst facilitates the given reaction. (1) The catalyst class is: 158. Product: [Br:1][C:2]1[CH:3]=[CH:4][C:5]2[C@@:11]3([CH:20]=[O:21])[CH2:12][CH2:13][C:14]4([CH2:19][C@H:10]3[CH2:9][CH2:8][O:7][C:6]=2[CH:22]=1)[O:18][CH2:17][CH2:16][O:15]4.[Br:23][C:24]1[CH:25]=[CH:26][C:27]2[C@:33]3([CH:42]=[O:43])[CH2:34][CH2:35][C:36]4([CH2:41][C@@H:32]3[CH2:31][CH2:30][O:29][C:28]=2[CH:44]=1)[O:40][CH2:39][CH2:38][O:37]4. Reactant: [Br:1][C:2]1[CH:3]=[CH:4][C:5]2[C@@:11]3([CH2:20][OH:21])[CH2:12][CH2:13][C:14]4([CH2:19][C@H:10]3[CH2:9][CH2:8][O:7][C:6]=2[CH:22]=1)[O:18][CH2:17][CH2:16][O:15]4.[Br:23][C:24]1[CH:25]=[CH:26][C:27]2[C@:33]3([CH2:42][OH:43])[CH2:34][CH2:35][C:36]4([CH2:41][C@@H:32]3[CH2:31][CH2:30][O:29][C:28]=2[CH:44]=1)[O:40][CH2:39][CH2:38][O:37]4.CC(OI1(OC(C)=O)(OC(C)=O)OC(=O)C2C=CC=CC1=2)=O. (2) Reactant: [C:1](=[O:34])(OC1C=CC([N+]([O-])=O)=CC=1)[O:2][C@H:3]1[C:17](=[O:18])[N:16]([CH2:19][C:20]([F:23])([F:22])[F:21])[CH2:15][C:6]2[C:7]3[CH:8]=[N:9][NH:10][C:11]=3[C:12]([Cl:14])=[CH:13][C:5]=2[CH2:4]1.[NH:35]1[CH2:40][CH2:39][CH:38]([N:41]2[CH2:47][CH2:46][C:45]3[CH:48]=[CH:49][CH:50]=[CH:51][C:44]=3[NH:43][C:42]2=[O:52])[CH2:37][CH2:36]1. Product: [O:52]=[C:42]1[NH:43][C:44]2[CH:51]=[CH:50][CH:49]=[CH:48][C:45]=2[CH2:46][CH2:47][N:41]1[CH:38]1[CH2:39][CH2:40][N:35]([C:1]([O:2][C@H:3]2[C:17](=[O:18])[N:16]([CH2:19][C:20]([F:23])([F:22])[F:21])[CH2:15][C:6]3[C:7]4[CH:8]=[N:9][NH:10][C:11]=4[C:12]([Cl:14])=[CH:13][C:5]=3[CH2:4]2)=[O:34])[CH2:36][CH2:37]1. The catalyst class is: 4.